Predict which catalyst facilitates the given reaction. From a dataset of Catalyst prediction with 721,799 reactions and 888 catalyst types from USPTO. Reactant: Cl[C:2]1[C:11]2[C:6](=[CH:7][C:8]([CH3:12])=[CH:9][CH:10]=2)[CH:5]=[CH:4][N:3]=1.CC1C=C2C(C=CNC2=O)=CC=1.[C:25]1([OH:31])[CH:30]=[CH:29][CH:28]=[CH:27][CH:26]=1.[OH-].[K+].C1C(=O)N([Br:41])C(=O)C1.C(OOC(=O)C1C=CC=CC=1)(=O)C1C=CC=CC=1. Product: [O:31]([C:2]1[C:11]2[C:6](=[CH:7][C:8]([CH2:12][Br:41])=[CH:9][CH:10]=2)[CH:5]=[CH:4][N:3]=1)[C:25]1[CH:30]=[CH:29][CH:28]=[CH:27][CH:26]=1. The catalyst class is: 2.